The task is: Predict the product of the given reaction.. This data is from Forward reaction prediction with 1.9M reactions from USPTO patents (1976-2016). Given the reactants [C:1]([N:8]1[CH2:13][CH2:12][C:11](=[O:14])[CH2:10][CH2:9]1)([O:3][C:4]([CH3:7])([CH3:6])[CH3:5])=[O:2].[Li+].CC([N-]C(C)C)C.[F:23][C:24]([F:43])([F:42])[S:25](N(C1C=CC=CC=1)[S:25]([C:24]([F:43])([F:42])[F:23])(=[O:27])=[O:26])(=[O:27])=[O:26], predict the reaction product. The product is: [F:23][C:24]([F:43])([F:42])[S:25]([O:14][C:11]1[CH2:10][CH2:9][N:8]([C:1]([O:3][C:4]([CH3:7])([CH3:6])[CH3:5])=[O:2])[CH2:13][CH:12]=1)(=[O:27])=[O:26].